Task: Binary Classification. Given a drug SMILES string, predict its activity (active/inactive) in a high-throughput screening assay against a specified biological target.. Dataset: HIV replication inhibition screening data with 41,000+ compounds from the AIDS Antiviral Screen The molecule is NS(=O)(=O)c1ccc(NC(=S)NC=C2C(=O)Oc3ccccc3C2=O)cc1. The result is 0 (inactive).